Predict the product of the given reaction. From a dataset of Forward reaction prediction with 1.9M reactions from USPTO patents (1976-2016). (1) Given the reactants I[C:2]1[CH:7]=[CH:6][C:5]([C:8]2[N:9]([C:19]3[CH:20]=[N:21][CH:22]=[CH:23][CH:24]=3)[CH:10]=[C:11]([C:13]3[CH:18]=[CH:17][CH:16]=[CH:15][N:14]=3)[N:12]=2)=[CH:4][CH:3]=1.[NH:25]1[C:33]2[C:28](=[CH:29][CH:30]=[CH:31][CH:32]=2)[CH:27]=[CH:26]1.[O-]P([O-])([O-])=O.[K+].[K+].[K+].[C@@H]1(N)CCCC[C@H]1N, predict the reaction product. The product is: [N:14]1[CH:15]=[CH:16][CH:17]=[CH:18][C:13]=1[C:11]1[N:12]=[C:8]([C:5]2[CH:6]=[CH:7][C:2]([N:25]3[C:33]4[C:28](=[CH:29][CH:30]=[CH:31][CH:32]=4)[CH:27]=[CH:26]3)=[CH:3][CH:4]=2)[N:9]([C:19]2[CH:20]=[N:21][CH:22]=[CH:23][CH:24]=2)[CH:10]=1. (2) Given the reactants FC(F)(F)C1C=C(C=C([NH:18][C:19]([CH:21]2[CH2:30][CH2:29][C:28]3[C:23](=[CH:24][C:25](OC4C=CN=C(C5NC(C(F)(F)F)=CN=5)C=4)=[CH:26][CH:27]=3)[CH2:22]2)=[O:20])C=1)CNC(=O)OC(C)(C)C.Cl, predict the reaction product. The product is: [CH2:22]1[C:23]2[C:28](=[CH:27][CH:26]=[CH:25][CH:24]=2)[CH2:29][CH2:30][CH:21]1[C:19]([NH2:18])=[O:20]. (3) Given the reactants [CH2:1]1[C:9]2[C:4](=[CH:5][CH:6]=[CH:7][CH:8]=2)[CH2:3][CH:2]1[NH:10][C:11]1[CH:16]=[CH:15][C:14]([NH2:17])=[CH:13][N:12]=1.C(O[CH:21]=[C:22]([C:28]([O:30][CH2:31][CH3:32])=[O:29])[C:23]([O:25][CH2:26][CH3:27])=[O:24])C, predict the reaction product. The product is: [CH2:3]1[C:4]2[C:9](=[CH:8][CH:7]=[CH:6][CH:5]=2)[CH2:1][CH:2]1[NH:10][C:11]1[N:12]=[CH:13][C:14]([NH:17][CH:21]=[C:22]([C:23]([O:25][CH2:26][CH3:27])=[O:24])[C:28]([O:30][CH2:31][CH3:32])=[O:29])=[CH:15][CH:16]=1. (4) The product is: [OH:8][C:9]1[C:10](=[O:16])[CH:11]=[C:12]([CH3:15])[NH:13][CH:14]=1. Given the reactants C([O:8][C:9]1[C:10](=[O:16])[CH:11]=[C:12]([CH3:15])[NH:13][CH:14]=1)C1C=CC=CC=1, predict the reaction product. (5) Given the reactants O=P(Cl)(Cl)[Cl:3].[CH3:6][N:7]1[C:11]2[CH:12]=[CH:13][CH:14]=[CH:15][C:10]=2[N:9]=[C:8]1[C:16]1[C:21]([CH3:22])=[CH:20][CH:19]=[CH:18][N+:17]=1[O-].CCN(CC)CC.[OH-].[Na+], predict the reaction product. The product is: [Cl:3][C:18]1[N:17]=[C:16]([C:8]2[N:7]([CH3:6])[C:11]3[CH:12]=[CH:13][CH:14]=[CH:15][C:10]=3[N:9]=2)[C:21]([CH3:22])=[CH:20][CH:19]=1. (6) Given the reactants [Br:1][C:2]1[CH:3]=[C:4]2[C:9](=[CH:10][CH:11]=1)[N:8]=[C:7]([CH3:12])[N:6]=[C:5]2Cl.[CH2:14]([O:16][C:17]1[CH:22]=[CH:21][C:20]([NH:23][CH3:24])=[CH:19][C:18]=1[F:25])[CH3:15], predict the reaction product. The product is: [Br:1][C:2]1[CH:3]=[C:4]2[C:9](=[CH:10][CH:11]=1)[N:8]=[C:7]([CH3:12])[N:6]=[C:5]2[N:23]([C:20]1[CH:21]=[CH:22][C:17]([O:16][CH2:14][CH3:15])=[C:18]([F:25])[CH:19]=1)[CH3:24].